From a dataset of Forward reaction prediction with 1.9M reactions from USPTO patents (1976-2016). Predict the product of the given reaction. (1) Given the reactants [C:1]([C:3]1[CH:8]=[CH:7][C:6]([NH:9][C@H:10]([CH2:14][C:15]2[S:16][CH:17]=[CH:18][CH:19]=2)[C:11]([NH2:13])=[O:12])=[CH:5][C:4]=1[NH:20][C:21]1[S:25][N:24]=[C:23]([CH3:26])[CH:22]=1)#[N:2].[OH-].[Na+].OO.CC(O)=[O:33], predict the reaction product. The product is: [NH2:13][C:11](=[O:12])[C@H:10]([NH:9][C:6]1[CH:7]=[CH:8][C:3]([C:1]([NH2:2])=[O:33])=[C:4]([NH:20][C:21]2[S:25][N:24]=[C:23]([CH3:26])[CH:22]=2)[CH:5]=1)[CH2:14][C:15]1[S:16][CH:17]=[CH:18][CH:19]=1. (2) Given the reactants [NH2:1][C:2]1[S:3][C:4]2[C:9]([N:10]([CH3:17])[C@H:11]([CH2:14][CH2:15][CH3:16])[CH2:12][OH:13])=[N:8][C:7]([SH:18])=[N:6][C:5]=2[N:19]=1.[Cl:20][C:21]1[CH:26]=[CH:25][C:24]([C@H:27](Cl)[CH3:28])=[CH:23][N:22]=1, predict the reaction product. The product is: [NH2:1][C:2]1[S:3][C:4]2[C:9]([N:10]([CH3:17])[C@H:11]([CH2:14][CH2:15][CH3:16])[CH2:12][OH:13])=[N:8][C:7]([S:18][C@H:27]([C:24]3[CH:23]=[N:22][C:21]([Cl:20])=[CH:26][CH:25]=3)[CH3:28])=[N:6][C:5]=2[N:19]=1.